This data is from Catalyst prediction with 721,799 reactions and 888 catalyst types from USPTO. The task is: Predict which catalyst facilitates the given reaction. (1) Product: [O:4]=[S:1]1(=[O:3])[C:5]2[CH:6]=[CH:7][S:8][C:9]=2[C:14](=[O:15])[NH:2]1. Reactant: [S:1]([C:5]1[C:6](C(OC)=O)=[CH:7][S:8][CH:9]=1)(=[O:4])(=[O:3])[NH2:2].[CH3:14][O-:15].[Na+].Cl. The catalyst class is: 5. (2) Reactant: [F:1][C:2]([F:16])([CH:8]([OH:15])[C:9]1[CH:14]=[CH:13][CH:12]=[CH:11][CH:10]=1)[C:3]([O:5][CH2:6][CH3:7])=[O:4].[C:17]12([C:27](Cl)=[O:28])[CH2:26][CH:21]3[CH2:22][CH:23]([CH2:25][CH:19]([CH2:20]3)[CH2:18]1)[CH2:24]2.C(N(CC)CC)C.Cl. Product: [CH2:6]([O:5][C:3]([C:2]([F:16])([F:1])[CH:8]([O:15][C:27]([C:17]12[CH2:26][CH:21]3[CH2:20][CH:19]([CH2:25][CH:23]([CH2:22]3)[CH2:24]1)[CH2:18]2)=[O:28])[C:9]1[CH:14]=[CH:13][CH:12]=[CH:11][CH:10]=1)=[O:4])[CH3:7]. The catalyst class is: 2.